Dataset: Reaction yield outcomes from USPTO patents with 853,638 reactions. Task: Predict the reaction yield, written as a fraction of the theoretical maximum amount of product (1.0 means a 100% yield; for example, 0.34 means a 34% yield). (1) The reactants are [CH3:1][O:2][C:3]([C:5]1[C:10](I)=[C:9]([NH2:12])[N:8]=[C:7]([Cl:13])[N:6]=1)=[O:4].[CH:14]([Sn](CCCC)(CCCC)CCCC)=[CH2:15]. The catalyst is ClCCCl.Cl[Pd](Cl)([P](C1C=CC=CC=1)(C1C=CC=CC=1)C1C=CC=CC=1)[P](C1C=CC=CC=1)(C1C=CC=CC=1)C1C=CC=CC=1. The product is [CH3:1][O:2][C:3]([C:5]1[C:10]([CH:14]=[CH2:15])=[C:9]([NH2:12])[N:8]=[C:7]([Cl:13])[N:6]=1)=[O:4]. The yield is 0.700. (2) The reactants are [CH3:1][C:2]1[CH:10]=[CH:9][C:5](C(O)=O)=[CH:4][C:3]=1[C:11]1[CH:12]=[C:13]2[C:17](=[CH:18][CH:19]=1)[C:16](=O)[N:15]([C:21]1[CH:26]=[CH:25][CH:24]=[CH:23][CH:22]=1)[CH2:14]2.C1(P([N:41]=[N+]=[N-])(C2C=CC=CC=2)=O)C=CC=CC=1.[OH2:44]. The catalyst is CN(C=O)C. The product is [NH2:41][C:5]1[CH:9]=[CH:10][C:2]([CH3:1])=[C:3]([C:11]2[CH:12]=[C:13]3[C:17](=[CH:18][CH:19]=2)[C:16](=[O:44])[N:15]([C:21]2[CH:22]=[CH:23][CH:24]=[CH:25][CH:26]=2)[CH2:14]3)[CH:4]=1. The yield is 0.500. (3) The catalyst is CS(C)=O.C1C=CC(P(C2C=CC=CC=2)[C-]2C=CC=C2)=CC=1.C1C=CC(P(C2C=CC=CC=2)[C-]2C=CC=C2)=CC=1.Cl[Pd]Cl.[Fe+2]. The reactants are Br[C:2]1[CH:7]=[CH:6][C:5]([C@@H:8]([CH3:40])[CH2:9][O:10][C:11]([NH:13][C:14]2[CH:15]=[C:16]([F:39])[C:17]([O:33][C@@H:34]([CH3:38])[CH2:35][O:36][CH3:37])=[C:18]([CH:32]=2)[CH2:19][N:20]([CH3:31])[C:21](=[O:30])[O:22][CH2:23][C:24]2[CH:29]=[CH:28][CH:27]=[CH:26][CH:25]=2)=[O:12])=[C:4]([CH3:41])[CH:3]=1.CC1(C)C[O:47][B:46](B2OCC(C)(C)CO2)[O:45]C1.CC([O-])=O.[K+]. The yield is 0.682. The product is [CH2:23]([O:22][C:21]([N:20]([CH2:19][C:18]1[CH:32]=[C:14]([NH:13][C:11]([O:10][CH2:9][C@@H:8]([C:5]2[CH:6]=[CH:7][C:2]([B:46]([OH:47])[OH:45])=[CH:3][C:4]=2[CH3:41])[CH3:40])=[O:12])[CH:15]=[C:16]([F:39])[C:17]=1[O:33][C@@H:34]([CH3:38])[CH2:35][O:36][CH3:37])[CH3:31])=[O:30])[C:24]1[CH:29]=[CH:28][CH:27]=[CH:26][CH:25]=1. (4) The reactants are Br[C:2]1[C:3]([CH3:16])=[C:4]([O:13][CH2:14][CH3:15])[C:5]2[O:9][CH:8]([CH3:10])[CH2:7][C:6]=2[C:11]=1[CH3:12].[CH3:17][C:18]1[CH:23]=[CH:22][C:21]([N:24]2[CH2:29][CH2:28][NH:27][CH2:26][CH2:25]2)=[CH:20][CH:19]=1. No catalyst specified. The product is [CH2:14]([O:13][C:4]1[C:5]2[O:9][CH:8]([CH3:10])[CH2:7][C:6]=2[C:11]([CH3:12])=[C:2]([N:27]2[CH2:28][CH2:29][N:24]([C:21]3[CH:22]=[CH:23][C:18]([CH3:17])=[CH:19][CH:20]=3)[CH2:25][CH2:26]2)[C:3]=1[CH3:16])[CH3:15]. The yield is 0.430.